Task: Predict the reactants needed to synthesize the given product.. Dataset: Full USPTO retrosynthesis dataset with 1.9M reactions from patents (1976-2016) Given the product [F:8][C:9]1[C:14]([F:15])=[CH:13][CH:12]=[CH:11][C:10]=1[C@H:16]1[CH2:22][N:21]2[C:23]([CH2:26][C:27]([F:30])([F:28])[F:29])=[CH:24][N:25]=[C:20]2[C@H:19]([NH:31][C:33]([N:45]2[CH2:46][CH2:47][CH:48]([N:51]3[CH2:57][CH2:56][C:55]4[CH:58]=[CH:59][CH:60]=[CH:61][C:54]=4[NH:53][C:52]3=[O:62])[CH2:49][CH2:50]2)=[O:34])[CH2:18][CH2:17]1, predict the reactants needed to synthesize it. The reactants are: C(N(CC)CC)C.[F:8][C:9]1[C:14]([F:15])=[CH:13][CH:12]=[CH:11][C:10]=1[C@H:16]1[CH2:22][N:21]2[C:23]([CH2:26][C:27]([F:30])([F:29])[F:28])=[CH:24][N:25]=[C:20]2[C@H:19]([NH2:31])[CH2:18][CH2:17]1.Cl[C:33](OC1C=CC([N+]([O-])=O)=CC=1)=[O:34].[NH:45]1[CH2:50][CH2:49][CH:48]([N:51]2[CH2:57][CH2:56][C:55]3[CH:58]=[CH:59][CH:60]=[CH:61][C:54]=3[NH:53][C:52]2=[O:62])[CH2:47][CH2:46]1.C(=O)([O-])[O-].[Na+].[Na+].